Dataset: NCI-60 drug combinations with 297,098 pairs across 59 cell lines. Task: Regression. Given two drug SMILES strings and cell line genomic features, predict the synergy score measuring deviation from expected non-interaction effect. (1) Drug 1: CCC1(CC2CC(C3=C(CCN(C2)C1)C4=CC=CC=C4N3)(C5=C(C=C6C(=C5)C78CCN9C7C(C=CC9)(C(C(C8N6C=O)(C(=O)OC)O)OC(=O)C)CC)OC)C(=O)OC)O.OS(=O)(=O)O. Drug 2: C1=NC2=C(N1)C(=S)N=CN2. Cell line: UO-31. Synergy scores: CSS=8.62, Synergy_ZIP=-3.26, Synergy_Bliss=5.26, Synergy_Loewe=-0.359, Synergy_HSA=1.83. (2) Drug 1: C1C(C(OC1N2C=C(C(=O)NC2=O)F)CO)O. Drug 2: CCN(CC)CCCC(C)NC1=C2C=C(C=CC2=NC3=C1C=CC(=C3)Cl)OC. Cell line: EKVX. Synergy scores: CSS=14.6, Synergy_ZIP=-5.97, Synergy_Bliss=-3.29, Synergy_Loewe=-2.10, Synergy_HSA=-1.93.